The task is: Predict the product of the given reaction.. This data is from Forward reaction prediction with 1.9M reactions from USPTO patents (1976-2016). (1) Given the reactants [F:1][C:2]1[CH:7]=[CH:6][C:5]([C@:8]2([CH2:33][CH2:34][CH2:35][OH:36])[O:13][C:12](=[O:14])[N:11]([C@H:15]([C:17]3[CH:22]=[CH:21][C:20]([C:23]4[CH:24]=[N:25][CH:26]=[C:27]([CH:32]=4)[C:28](OC)=[O:29])=[CH:19][CH:18]=3)[CH3:16])[CH2:10][CH2:9]2)=[CH:4][CH:3]=1.[CH3:37][NH:38][CH3:39], predict the reaction product. The product is: [F:1][C:2]1[CH:7]=[CH:6][C:5]([C@:8]2([CH2:33][CH2:34][CH2:35][OH:36])[O:13][C:12](=[O:14])[N:11]([C@H:15]([C:17]3[CH:22]=[CH:21][C:20]([C:23]4[CH:24]=[N:25][CH:26]=[C:27]([CH:32]=4)[C:28]([N:38]([CH3:39])[CH3:37])=[O:29])=[CH:19][CH:18]=3)[CH3:16])[CH2:10][CH2:9]2)=[CH:4][CH:3]=1. (2) Given the reactants Cl.[F:2][C:3]1[CH:12]=[CH:11][C:10]([O:13][CH2:14][CH2:15][CH3:16])=[C:9]2[C:4]=1[C:5](=[O:39])[C:6]([C:23]1[CH:28]=[CH:27][C:26]([O:29][CH2:30][CH2:31][O:32]C3CCCCO3)=[CH:25][CH:24]=1)=[CH:7][N:8]2[CH2:17][C:18]([O:20][CH2:21][CH3:22])=[O:19], predict the reaction product. The product is: [F:2][C:3]1[CH:12]=[CH:11][C:10]([O:13][CH2:14][CH2:15][CH3:16])=[C:9]2[C:4]=1[C:5](=[O:39])[C:6]([C:23]1[CH:28]=[CH:27][C:26]([O:29][CH2:30][CH2:31][OH:32])=[CH:25][CH:24]=1)=[CH:7][N:8]2[CH2:17][C:18]([O:20][CH2:21][CH3:22])=[O:19]. (3) The product is: [CH2:32]([O:31][C:29]([O:12][CH2:11][C@H:9]1[O:10][C@@H:2]([O:1][C:13]2[CH:18]=[CH:17][CH:16]=[CH:15][C:14]=2[CH2:19][C:20]2[CH:21]=[CH:22][C:23]([O:26][CH3:27])=[CH:24][CH:25]=2)[C@H:3]([OH:4])[C@@H:5]([OH:6])[C@@H:7]1[OH:8])=[O:30])[CH3:33]. Given the reactants [O:1]([C:13]1[CH:18]=[CH:17][CH:16]=[CH:15][C:14]=1[CH2:19][C:20]1[CH:25]=[CH:24][C:23]([O:26][CH3:27])=[CH:22][CH:21]=1)[C@@H:2]1[O:10][C@H:9]([CH2:11][OH:12])[C@@H:7]([OH:8])[C@H:5]([OH:6])[C@H:3]1[OH:4].Cl[C:29]([O:31][CH2:32][CH3:33])=[O:30].C(O)(=O)CC(CC(O)=O)(C(O)=O)O, predict the reaction product.